Dataset: Catalyst prediction with 721,799 reactions and 888 catalyst types from USPTO. Task: Predict which catalyst facilitates the given reaction. (1) Reactant: [N:1]1[C:5]2[CH:6]=[CH:7][CH:8]=[CH:9][C:4]=2[NH:3][C:2]=1[S:10][CH2:11][CH2:12][N:13]1[CH2:18][CH2:17][N:16]([CH2:19][C:20]([NH:22][C:23]2[C:24]([S:32][CH3:33])=[N:25][C:26]([CH3:31])=[CH:27][C:28]=2[S:29][CH3:30])=[O:21])[CH2:15][CH2:14]1.[C:34]([OH:41])(=[O:40])/[CH:35]=[CH:36]\[C:37]([OH:39])=[O:38].C(Cl)(Cl)Cl. Product: [C:34]([OH:41])(=[O:40])/[CH:35]=[CH:36]\[C:37]([OH:39])=[O:38].[C:34]([OH:41])(=[O:40])/[CH:35]=[CH:36]\[C:37]([OH:39])=[O:38].[N:1]1[C:5]2[CH:6]=[CH:7][CH:8]=[CH:9][C:4]=2[NH:3][C:2]=1[S:10][CH2:11][CH2:12][N:13]1[CH2:14][CH2:15][N:16]([CH2:19][C:20]([NH:22][C:23]2[C:24]([S:32][CH3:33])=[N:25][C:26]([CH3:31])=[CH:27][C:28]=2[S:29][CH3:30])=[O:21])[CH2:17][CH2:18]1. The catalyst class is: 8. (2) Reactant: [CH3:1][C:2]1[NH:6][C:5]2[CH:7]=[CH:8][C:9]([C:11]([OH:13])=O)=[CH:10][C:4]=2[N:3]=1.[Cl:14][C:15]1[CH:20]=[CH:19][C:18]([CH2:21][CH2:22][NH2:23])=[CH:17][CH:16]=1.CN(C(ON1N=NC2C=CC=CC1=2)=[N+](C)C)C.F[P-](F)(F)(F)(F)F.CCN(C(C)C)C(C)C. Product: [Cl:14][C:15]1[CH:20]=[CH:19][C:18]([CH2:21][CH2:22][NH:23][C:11]([C:9]2[CH:8]=[CH:7][C:5]3[NH:6][C:2]([CH3:1])=[N:3][C:4]=3[CH:10]=2)=[O:13])=[CH:17][CH:16]=1. The catalyst class is: 59. (3) Reactant: [NH2:1][C:2]1[CH:10]=[C:9]2[C:5]([C:6]([CH3:15])([CH3:14])[C:7](=[O:13])[N:8]2[CH2:11][CH3:12])=[CH:4][C:3]=1[N+:16]([O-])=O. Product: [NH2:16][C:3]1[CH:4]=[C:5]2[C:9](=[CH:10][C:2]=1[NH2:1])[N:8]([CH2:11][CH3:12])[C:7](=[O:13])[C:6]2([CH3:14])[CH3:15]. The catalyst class is: 8. (4) Reactant: [Br:1][C:2]1[CH:3]=[CH:4][C:5]([F:33])=[C:6](/[C:8](=[N:26]\[S:27]([C:29]([CH3:32])([CH3:31])[CH3:30])=[O:28])/[CH2:9][C:10]2([S:16][CH2:17][C:18]3[CH:23]=[CH:22][C:21]([O:24][CH3:25])=[CH:20][CH:19]=3)[CH2:15][CH2:14][O:13][CH2:12][CH2:11]2)[CH:7]=1.[CH3:34][Mg+].[Br-]. Product: [Br:1][C:2]1[CH:3]=[CH:4][C:5]([F:33])=[C:6]([C:8]([NH:26][S:27]([C:29]([CH3:30])([CH3:32])[CH3:31])=[O:28])([CH3:34])[CH2:9][C:10]2([S:16][CH2:17][C:18]3[CH:23]=[CH:22][C:21]([O:24][CH3:25])=[CH:20][CH:19]=3)[CH2:15][CH2:14][O:13][CH2:12][CH2:11]2)[CH:7]=1. The catalyst class is: 1. (5) Reactant: [Cl:1][C:2]1[CH:3]=[C:4]([CH:21]=[CH:22][C:23]=1[NH:24][C:25]([NH:27][CH:28]1[CH2:30][CH2:29]1)=[O:26])[O:5][C:6]1[C:15]2[C:10](=[CH:11][C:12]([O:19][CH3:20])=[C:13]([C:16]([OH:18])=O)[CH:14]=2)[N:9]=[CH:8][CH:7]=1.[CH2:31]([O:33][CH2:34][CH2:35][NH2:36])[CH3:32].C(N(CC)CC)C.F[P-](F)(F)(F)(F)F.N1(O[P+](N(C)C)(N(C)C)N(C)C)C2C=CC=CC=2N=N1. Product: [CH2:31]([O:33][CH2:34][CH2:35][NH:36][C:16]([C:13]1[CH:14]=[C:15]2[C:10](=[CH:11][C:12]=1[O:19][CH3:20])[N:9]=[CH:8][CH:7]=[C:6]2[O:5][C:4]1[CH:21]=[CH:22][C:23]([NH:24][C:25]([NH:27][CH:28]2[CH2:29][CH2:30]2)=[O:26])=[C:2]([Cl:1])[CH:3]=1)=[O:18])[CH3:32]. The catalyst class is: 255. (6) Reactant: [CH:1]1([CH2:6][C:7](=[O:48])/[CH:8]=[CH:9]\[C@H:10]([CH3:47])[C@H:11]([O:39][Si:40]([C:43]([CH3:46])([CH3:45])[CH3:44])([CH3:42])[CH3:41])[C@@H:12]([CH3:38])/[CH:13]=[C:14](/[CH3:37])\[CH2:15][C@H:16]([CH3:36])[C@@H:17]([O:28][Si:29]([C:32]([CH3:35])([CH3:34])[CH3:33])([CH3:31])[CH3:30])[C@H:18]([CH3:27])[C@@H:19]([OH:26])[C@@H:20]([CH3:25])/[CH:21]=[CH:22]\[CH:23]=[CH2:24])[CH2:5][CH2:4][CH2:3][CH2:2]1.ClC(Cl)(Cl)[C:51]([N:53]=C=O)=[O:52]. Product: [NH2:53][C:51]([O:26][CH:19]([CH:20]([CH3:25])[CH:21]=[CH:22][CH:23]=[CH2:24])[CH:18]([CH3:27])[CH:17]([O:28][Si:29]([C:32]([CH3:33])([CH3:34])[CH3:35])([CH3:30])[CH3:31])[CH:16]([CH3:36])[CH2:15][C:14]([CH3:37])=[CH:13][CH:12]([CH3:38])[CH:11]([O:39][Si:40]([C:43]([CH3:44])([CH3:45])[CH3:46])([CH3:42])[CH3:41])[CH:10]([CH3:47])[CH:9]=[CH:8][C:7](=[O:48])[CH2:6][CH:1]1[CH2:5][CH2:4][CH2:3][CH2:2]1)=[O:52]. The catalyst class is: 2. (7) Reactant: [CH3:1][C:2]1[CH:11]=[C:10]([N+:12]([O-:14])=[O:13])[CH:9]=[CH:8][C:3]=1[C:4](OC)=[O:5].CC(C)C#[N:18].BrN1C(=O)CCC1=O. Product: [N+:12]([C:10]1[CH:11]=[C:2]2[C:3](=[CH:8][CH:9]=1)[C:4](=[O:5])[NH:18][CH2:1]2)([O-:14])=[O:13]. The catalyst class is: 53. (8) Reactant: [CH2:1]1[CH2:6][C@H:5]([C:7]([OH:9])=[O:8])[CH2:4][CH2:3][C@H:2]1[CH2:10][NH2:11].[CH3:12][C:13]([CH3:31])([CH3:30])[C:14]([O:16][CH:17]([O:19][C:20](ON1C(=O)CCC1=O)=[O:21])[CH3:18])=[O:15]. Product: [CH3:30][C:13]([CH3:12])([CH3:31])[C:14]([O:16][CH:17]([O:19][C:20]([NH:11][CH2:10][C@H:2]1[CH2:3][CH2:4][C@H:5]([C:7]([OH:9])=[O:8])[CH2:6][CH2:1]1)=[O:21])[CH3:18])=[O:15]. The catalyst class is: 761. (9) Reactant: [NH2:1][C:2]1[CH:18]=[CH:17][CH:16]=[C:15]([S:19][C:20]2[CH:25]=[CH:24][C:23]([N+:26]([O-:28])=[O:27])=[CH:22][CH:21]=2)[C:3]=1[C:4]([NH:6][C:7]1[CH:12]=[CH:11][CH:10]=[CH:9][C:8]=1[O:13][CH3:14])=[O:5].C(=O)([O-])[O-].[K+].[K+].[CH:35]([O:38][P:39]([CH2:45]Br)(=[O:44])[O:40][CH:41]([CH3:43])[CH3:42])([CH3:37])[CH3:36]. Product: [CH:41]([O:40][P:39]([CH2:45][NH:1][C:2]1[CH:18]=[CH:17][CH:16]=[C:15]([S:19][C:20]2[CH:21]=[CH:22][C:23]([N+:26]([O-:28])=[O:27])=[CH:24][CH:25]=2)[C:3]=1[C:4](=[O:5])[NH:6][C:7]1[CH:12]=[CH:11][CH:10]=[CH:9][C:8]=1[O:13][CH3:14])(=[O:44])[O:38][CH:35]([CH3:37])[CH3:36])([CH3:43])[CH3:42]. The catalyst class is: 23.